Dataset: Forward reaction prediction with 1.9M reactions from USPTO patents (1976-2016). Task: Predict the product of the given reaction. (1) The product is: [Br:19][CH2:16][C:12]1[CH:11]=[C:10]([CH:15]=[CH:14][CH:13]=1)[CH2:9][O:8][Si:1]([C:4]([CH3:7])([CH3:6])[CH3:5])([CH3:3])[CH3:2]. Given the reactants [Si:1]([O:8][CH2:9][C:10]1[CH:11]=[C:12]([CH2:16]O)[CH:13]=[CH:14][CH:15]=1)([C:4]([CH3:7])([CH3:6])[CH3:5])([CH3:3])[CH3:2].C(Br)(Br)(Br)[Br:19].C1(P(C2C=CC=CC=2)C2C=CC=CC=2)C=CC=CC=1.C(=O)([O-])O.[Na+], predict the reaction product. (2) Given the reactants [CH:1]1([NH:4][C:5]([C:7]2[N:8]=[N:9][N:10]([C:12]3[CH:17]=[CH:16][C:15]([C:18]([NH:20][CH2:21][CH3:22])=[O:19])=[CH:14][C:13]=3[O:23][CH2:24][CH2:25][CH2:26][CH2:27][CH2:28][CH2:29]O)[CH:11]=2)=[O:6])[CH2:3][CH2:2]1.CCN(S(F)(F)[F:37])CC.C(=O)([O-])O.[Na+], predict the reaction product. The product is: [CH:1]1([NH:4][C:5]([C:7]2[N:8]=[N:9][N:10]([C:12]3[CH:17]=[CH:16][C:15]([C:18]([NH:20][CH2:21][CH3:22])=[O:19])=[CH:14][C:13]=3[O:23][CH2:24][CH2:25][CH2:26][CH2:27][CH2:28][CH2:29][F:37])[CH:11]=2)=[O:6])[CH2:3][CH2:2]1. (3) Given the reactants Br[C:2]1[CH:7]=[CH:6][C:5]([C:8]2[N:9]=[C:10]([C:22]3[CH:27]=[CH:26][CH:25]=[CH:24][N:23]=3)[N:11]([CH3:21])[C:12]=2[S:13][C:14]2[CH:19]=[CH:18][C:17]([Cl:20])=[CH:16][CH:15]=2)=[CH:4][CH:3]=1.C([Sn](CCCC)(CCCC)[C:33]1[S:34][CH:35]=[CH:36][N:37]=1)CCC, predict the reaction product. The product is: [Cl:20][C:17]1[CH:18]=[CH:19][C:14]([S:13][C:12]2[N:11]([CH3:21])[C:10]([C:22]3[CH:27]=[CH:26][CH:25]=[CH:24][N:23]=3)=[N:9][C:8]=2[C:5]2[CH:6]=[CH:7][C:2]([C:33]3[S:34][CH:35]=[CH:36][N:37]=3)=[CH:3][CH:4]=2)=[CH:15][CH:16]=1. (4) Given the reactants [N:1]1[C:2]([C:10]2[CH:11]=[C:12]([CH:15]=[CH:16][CH:17]=2)[C:13]#[N:14])=[CH:3][N:4]2[C:9]=1[CH:8]=[CH:7][CH:6]=[N:5]2.[NH2:18][OH:19].Cl.CCN([CH2:26][CH3:27])CC.C(OC(=O)C)(=O)C, predict the reaction product. The product is: [CH3:27][C:26]1[O:19][N:18]=[C:13]([C:12]2[CH:11]=[C:10]([C:2]3[N:1]=[C:9]4[CH:8]=[CH:7][CH:6]=[N:5][N:4]4[CH:3]=3)[CH:17]=[CH:16][CH:15]=2)[N:14]=1. (5) Given the reactants [O:1]1[CH2:6][CH2:5][N:4]([CH2:7][CH2:8][CH2:9][N:10]2[C:19]3[C:14](=[CH:15][C:16]([N+:20]([O-])=O)=[CH:17][CH:18]=3)[CH2:13][CH2:12][C:11]2=[O:23])[CH2:3][CH2:2]1.O.NN, predict the reaction product. The product is: [NH2:20][C:16]1[CH:15]=[C:14]2[C:19](=[CH:18][CH:17]=1)[N:10]([CH2:9][CH2:8][CH2:7][N:4]1[CH2:3][CH2:2][O:1][CH2:6][CH2:5]1)[C:11](=[O:23])[CH2:12][CH2:13]2. (6) Given the reactants C(NC(C)C)(C)C.C([Li])CCC.[Br:13][C:14]1[CH:19]=[CH:18][C:17]([F:20])=[CH:16][N:15]=1.[CH2:21]([Si:23]([CH2:27][CH3:28])([CH2:25][CH3:26])Cl)[CH3:22].Cl.[Cl-].[NH4+], predict the reaction product. The product is: [Br:13][C:14]1[CH:19]=[C:18]([Si:23]([CH2:27][CH3:28])([CH2:25][CH3:26])[CH2:21][CH3:22])[C:17]([F:20])=[CH:16][N:15]=1. (7) The product is: [C:18]([C:16]1[NH:15][N:14]=[C:13]([CH2:12][CH2:11][C:8]2[CH:7]=[C:6]([C:1]([OH:3])=[O:2])[NH:10][N:9]=2)[CH:17]=1)([OH:20])=[O:19]. Given the reactants [C:1]([C:6]1[NH:10][N:9]=[C:8]([CH2:11][CH2:12][C:13]2[CH:17]=[C:16]([C:18]([O:20]CC)=[O:19])[NH:15][N:14]=2)[CH:7]=1)([O:3]CC)=[O:2].OS(O)(=O)=O, predict the reaction product. (8) Given the reactants [C:1]([C:3]1[CH:4]=[CH:5][C:6]([C:9]([OH:11])=O)=[N:7][CH:8]=1)#[N:2].O.[Cl-].COC1N=C(OC)N=C([N+]2(C)CCOCC2)N=1.[NH2:31][C:32]1[CH:33]=[CH:34][C:35]([F:48])=[C:36]([C@:38]2([CH:45]([F:47])[F:46])[CH2:43][CH2:42][O:41][C:40]([NH2:44])=[N:39]2)[CH:37]=1.C([O-])([O-])=O.[Na+].[Na+], predict the reaction product. The product is: [NH2:44][C:40]1[O:41][CH2:42][CH2:43][C@:38]([C:36]2[CH:37]=[C:32]([NH:31][C:9](=[O:11])[C:6]3[CH:5]=[CH:4][C:3]([C:1]#[N:2])=[CH:8][N:7]=3)[CH:33]=[CH:34][C:35]=2[F:48])([CH:45]([F:46])[F:47])[N:39]=1. (9) Given the reactants [C:1]([O:5][C:6](=O)[CH2:7][OH:8])(=O)[CH2:2][OH:3].[NH2:10][CH2:11][CH2:12][CH2:13][CH2:14][CH2:15][NH:16][C:17](=[O:23])[O:18][C:19]([CH3:22])([CH3:21])[CH3:20].C1C[O:27]CC1, predict the reaction product. The product is: [CH3:21][C:19]([CH3:20])([O:18][C:17](=[O:23])[NH:16][CH2:15][CH2:14][CH2:13][CH2:12][CH2:11][NH:10][C:2](=[O:3])[CH2:1][O:5][CH2:6][C:7]([OH:8])=[O:27])[CH3:22].